Dataset: Full USPTO retrosynthesis dataset with 1.9M reactions from patents (1976-2016). Task: Predict the reactants needed to synthesize the given product. The reactants are: [C:1]([O:5][C:6]([N:8]1[CH2:12][C@H:11]([OH:13])[C@@H:10]([CH2:14]O)[CH2:9]1)=[O:7])([CH3:4])([CH3:3])[CH3:2].C1(P(C2C=CC=CC=2)C2C=CC=CC=2)C=CC=CC=1.C(Br)(Br)(Br)[Br:36].CO. Given the product [Br:36][CH2:14][C@@H:10]1[C@@H:11]([OH:13])[CH2:12][N:8]([C:6]([O:5][C:1]([CH3:4])([CH3:3])[CH3:2])=[O:7])[CH2:9]1, predict the reactants needed to synthesize it.